This data is from Forward reaction prediction with 1.9M reactions from USPTO patents (1976-2016). The task is: Predict the product of the given reaction. (1) Given the reactants ClCC1[O:8][CH2:7][CH2:6]N(C[C:10]2[CH:15]=[CH:14]C=CC=2)C1.Cl[C:17]1[CH:23]=[CH:22][C:20]([NH2:21])=[C:19]([N+:24]([O-])=O)[CH:18]=1.[NH2:27][C:28]1[CH:35]=[CH:34][CH:33]=[C:32]([F:36])[C:29]=1[C:30]#[N:31].CNC[CH:40]1[O:45][CH2:44][CH2:43][N:42]([CH2:46]C2C=CC=CC=2)[CH2:41]1.Cl.C=[O:55].[N:56]1[CH:61]=CC=C[CH:57]=1, predict the reaction product. The product is: [NH:27]1[C:28]2[C:29](=[CH:32][CH:33]=[CH:34][CH:35]=2)[CH:30]=[CH:6][C:7]1=[O:8].[NH2:31][C:30]1[C:29]2[C:28](=[CH:35][CH:34]=[CH:33][C:32]=2[F:36])[NH:27][C:14](=[O:55])[C:15]=1[C:10]1[NH:24][C:19]2[CH:18]=[C:17]([N:56]([CH3:61])[CH2:57][CH:41]3[CH2:40][O:45][CH2:44][CH2:43][N:42]3[CH3:46])[CH:23]=[CH:22][C:20]=2[N:21]=1. (2) Given the reactants O=[C:2]1[C@H:10]2[C@H:5]([CH2:6][N:7]([C:11]([O:13][C:14]([CH3:17])([CH3:16])[CH3:15])=[O:12])[CH2:8][CH2:9]2)[C:4](=[O:18])[O:3]1.[CH3:19][O:20][C:21]1[CH:28]=[CH:27][C:24]([CH2:25][NH2:26])=[CH:23][CH:22]=1, predict the reaction product. The product is: [CH3:19][O:20][C:21]1[CH:28]=[CH:27][C:24]([CH2:25][N:26]2[C:2](=[O:3])[C@H:10]3[C@H:5]([CH2:6][N:7]([C:11]([O:13][C:14]([CH3:17])([CH3:16])[CH3:15])=[O:12])[CH2:8][CH2:9]3)[C:4]2=[O:18])=[CH:23][CH:22]=1. (3) The product is: [NH2:11][C:8]1([C:4]2[CH:3]=[C:2]([Br:1])[CH:7]=[CH:6][C:5]=2[S:20]([OH:23])(=[O:22])=[O:21])[CH2:10][CH2:9]1. Given the reactants [Br:1][C:2]1[CH:3]=[C:4]([C:8]2([NH:11]C(=O)OC(C)(C)C)[CH2:10][CH2:9]2)[CH:5]=[CH:6][CH:7]=1.Cl[S:20]([OH:23])(=[O:22])=[O:21], predict the reaction product. (4) Given the reactants [CH2:1]([N:8]=[N+:9]=[N-:10])[C:2]1[CH:7]=[CH:6][CH:5]=[CH:4][CH:3]=1.[CH3:11][C:12]([OH:16])([C:14]#[CH:15])[CH3:13], predict the reaction product. The product is: [CH2:1]([N:8]1[C:14]([C:12]([OH:16])([CH3:13])[CH3:11])=[CH:15][N:10]=[N:9]1)[C:2]1[CH:7]=[CH:6][CH:5]=[CH:4][CH:3]=1. (5) Given the reactants [F:1][C:2]1[CH:10]=[C:9]([F:11])[CH:8]=[C:7]2[C:3]=1[CH2:4][CH2:5][C:6]2=[O:12].[CH:13]([N-]C(C)C)(C)C.[Li+].IC.C([O-])(O)=O.[Na+], predict the reaction product. The product is: [F:1][C:2]1[CH:10]=[C:9]([F:11])[CH:8]=[C:7]2[C:3]=1[CH2:4][CH:5]([CH3:13])[C:6]2=[O:12]. (6) Given the reactants CC(C)([O-])C.[K+].[Br:7][C:8]1[CH:15]=[CH:14][CH:13]=[C:12](F)[C:9]=1[C:10]#[N:11].[OH2:17].C[N:19](C=O)C, predict the reaction product. The product is: [Br:7][C:8]1[C:9]2[C:10]([NH2:19])=[N:11][O:17][C:12]=2[CH:13]=[CH:14][CH:15]=1.